This data is from Tyrosyl-DNA phosphodiesterase HTS with 341,365 compounds. The task is: Binary Classification. Given a drug SMILES string, predict its activity (active/inactive) in a high-throughput screening assay against a specified biological target. (1) The molecule is S(c1n(nnn1)Cc1ccccc1)CC(=O)Nc1cc(c(NC(=O)CC)cc1)C. The result is 0 (inactive). (2) The molecule is O=C(N1CCc2c1ccc(c2)CNC(=O)COc1ccccc1)c1ccccc1. The result is 0 (inactive). (3) The molecule is OC(=O)c1[nH]c2c(c1c1ccccc1)cccc2. The result is 0 (inactive). (4) The molecule is o1c(c2n(c(=O)c3c(n2)cccc3)c2ncccc2)ccc1. The result is 0 (inactive). (5) The compound is S(c1n(Cc2ccc(cc2)C)c2ncccc2n1)Cc1ccc(cc1)C(O)=O. The result is 0 (inactive). (6) The molecule is s1c(nnc1NC(=O)CC)CC(OCC)=O. The result is 0 (inactive). (7) The compound is S=c1[nH]c2c(c(Nc3ccc(CC(=O)NCCC(C)C)cc3)n1)cccc2. The result is 0 (inactive).